From a dataset of Forward reaction prediction with 1.9M reactions from USPTO patents (1976-2016). Predict the product of the given reaction. (1) Given the reactants [OH-].[Na+].[Cl:3][C:4]1[CH:23]=[CH:22][C:7]([O:8][CH:9]2[CH2:14][CH2:13][N:12]([C:15]([O:17][C:18]([CH3:21])([CH3:20])[CH3:19])=[O:16])[CH2:11][CH2:10]2)=[C:6]([C:24]([O:26]C)=[O:25])[CH:5]=1.Cl, predict the reaction product. The product is: [C:18]([O:17][C:15]([N:12]1[CH2:11][CH2:10][CH:9]([O:8][C:7]2[CH:22]=[CH:23][C:4]([Cl:3])=[CH:5][C:6]=2[C:24]([OH:26])=[O:25])[CH2:14][CH2:13]1)=[O:16])([CH3:21])([CH3:19])[CH3:20]. (2) Given the reactants C([Si]([O:8][CH2:9][CH2:10][CH:11]([S:21]([C:24]1[CH:29]=[CH:28][C:27]([Cl:30])=[CH:26][CH:25]=1)(=[O:23])=[O:22])[C:12]1[C:17]([F:18])=[CH:16][CH:15]=[C:14]([F:19])[C:13]=1[F:20])(C)C)(C)(C)C.[F-].C([N+](CCCC)(CCCC)CCCC)CCC.C(OCC)(=O)C.O, predict the reaction product. The product is: [Cl:30][C:27]1[CH:28]=[CH:29][C:24]([S:21]([CH:11]([C:12]2[C:17]([F:18])=[CH:16][CH:15]=[C:14]([F:19])[C:13]=2[F:20])[CH2:10][CH2:9][OH:8])(=[O:22])=[O:23])=[CH:25][CH:26]=1. (3) Given the reactants [NH2:1][C:2]1[S:3][CH:4]=[C:5]([C:12]2[CH:17]=[CH:16][CH:15]=[CH:14][C:13]=2[O:18][CH3:19])[C:6]=1[C:7](OCC)=O.[CH:20]1([C:23]([NH2:25])=O)[CH2:22][CH2:21]1.[P+2](Cl)(Cl)[Cl:27], predict the reaction product. The product is: [Cl:27][C:7]1[C:6]2[C:5]([C:12]3[CH:17]=[CH:16][CH:15]=[CH:14][C:13]=3[O:18][CH3:19])=[CH:4][S:3][C:2]=2[N:1]=[C:23]([CH:20]2[CH2:22][CH2:21]2)[N:25]=1. (4) Given the reactants [NH2:1][C@H:2]([C:4]([OH:6])=[O:5])[CH3:3].[C:7](O[C:7]([O:9][C:10]([CH3:13])([CH3:12])[CH3:11])=[O:8])([O:9][C:10]([CH3:13])([CH3:12])[CH3:11])=[O:8], predict the reaction product. The product is: [C:10]([O:9][C:7]([NH:1][C@H:2]([C:4]([OH:6])=[O:5])[CH3:3])=[O:8])([CH3:13])([CH3:12])[CH3:11]. (5) Given the reactants [CH3:1][O:2][C:3]([C@H:5]1[N:9]2[C:10](=[O:31])[C:11]([CH:29]=[O:30])=[C:12]([CH2:22][CH2:23][CH2:24][CH2:25][CH2:26][CH2:27][CH3:28])[C:13]([C:14]3[CH:19]=[CH:18][C:17]([F:20])=[C:16]([F:21])[CH:15]=3)=[C:8]2[S:7][CH2:6]1)=[O:4].[O-:32]Cl=O.[Na+], predict the reaction product. The product is: [CH3:1][O:2][C:3]([C@H:5]1[N:9]2[C:10](=[O:31])[C:11]([C:29]([OH:32])=[O:30])=[C:12]([CH2:22][CH2:23][CH2:24][CH2:25][CH2:26][CH2:27][CH3:28])[C:13]([C:14]3[CH:19]=[CH:18][C:17]([F:20])=[C:16]([F:21])[CH:15]=3)=[C:8]2[S:7][CH2:6]1)=[O:4]. (6) Given the reactants [N:1]([CH2:4][C@@H:5]1[C@@H:9](O)[CH2:8][N:7]([C:11]([O:13][CH2:14][C:15]2[CH:20]=[CH:19][CH:18]=[CH:17][CH:16]=2)=[O:12])[CH2:6]1)=[N+:2]=[N-:3].C(N(S(F)(F)[F:27])CC)C.C(=O)(O)[O-].[Na+], predict the reaction product. The product is: [N:1]([CH2:4][C@@H:5]1[C@H:9]([F:27])[CH2:8][N:7]([C:11]([O:13][CH2:14][C:15]2[CH:20]=[CH:19][CH:18]=[CH:17][CH:16]=2)=[O:12])[CH2:6]1)=[N+:2]=[N-:3]. (7) Given the reactants [C:1]([O:5][C:6]([N:8]1[CH2:13][CH2:12][N:11]([C:14]2[CH:22]=[CH:21][CH:20]=[C:19]3[C:15]=2[CH:16]=[CH:17][NH:18]3)[CH2:10][CH2:9]1)=[O:7])([CH3:4])([CH3:3])[CH3:2].CN(C)C=O.C[Si]([N-][Si](C)(C)C)(C)C.[Na+].[CH3:38][N:39]1[C:44]2[CH:45]=[CH:46][C:47]([S:49](Cl)(=[O:51])=[O:50])=[CH:48][C:43]=2[O:42][CH2:41][CH2:40]1, predict the reaction product. The product is: [CH3:38][N:39]1[C:44]2[CH:45]=[CH:46][C:47]([S:49]([N:18]3[C:19]4[C:15](=[C:14]([N:11]5[CH2:12][CH2:13][N:8]([C:6]([O:5][C:1]([CH3:4])([CH3:2])[CH3:3])=[O:7])[CH2:9][CH2:10]5)[CH:22]=[CH:21][CH:20]=4)[CH:16]=[CH:17]3)(=[O:51])=[O:50])=[CH:48][C:43]=2[O:42][CH2:41][CH2:40]1. (8) Given the reactants Cl[C:2]1[C:11]([N:12]([CH:14]([CH3:16])[CH3:15])[CH3:13])=[N:10][C:9]2[C:4](=[CH:5][CH:6]=[C:7]([C:17]([O:19]C)=[O:18])[CH:8]=2)[N:3]=1.[NH:21]1[C:25]2[CH:26]=[CH:27][CH:28]=[CH:29][C:24]=2[N:23]=[CH:22]1.C(O[K])(C)=O, predict the reaction product. The product is: [N:21]1([C:2]2[C:11]([N:12]([CH:14]([CH3:16])[CH3:15])[CH3:13])=[N:10][C:9]3[C:4](=[CH:5][CH:6]=[C:7]([C:17]([OH:19])=[O:18])[CH:8]=3)[N:3]=2)[C:25]2[CH:26]=[CH:27][CH:28]=[CH:29][C:24]=2[N:23]=[CH:22]1. (9) Given the reactants C[O:2][C:3](=O)[C:4]1[CH:9]=[CH:8][CH:7]=[C:6]([O:10][C:11]2[C:19]3[C:14](=[CH:15][C:16]([Cl:20])=[CH:17][CH:18]=3)[N:13]([CH2:21][C:22]3[CH:27]=[CH:26][CH:25]=[CH:24][CH:23]=3)[C:12]=2[CH3:28])[CH:5]=1.[H-].C([Al+]CC(C)C)C(C)C, predict the reaction product. The product is: [CH2:21]([N:13]1[C:14]2[C:19](=[CH:18][CH:17]=[C:16]([Cl:20])[CH:15]=2)[C:11]([O:10][C:6]2[CH:5]=[C:4]([CH2:3][OH:2])[CH:9]=[CH:8][CH:7]=2)=[C:12]1[CH3:28])[C:22]1[CH:27]=[CH:26][CH:25]=[CH:24][CH:23]=1. (10) Given the reactants [F:1][CH2:2][C@@H:3]([O:6][CH2:7][C:8]([C:10]1[CH:15]=[CH:14][CH:13]=[CH:12][C:11]=1[F:16])=O)[CH:4]=[CH2:5].Cl.[NH2:18][OH:19].C([O-])(=O)C.[Na+], predict the reaction product. The product is: [F:1][CH2:2][C@@H:3]([O:6][CH2:7][C:8]([C:10]1[CH:15]=[CH:14][CH:13]=[CH:12][C:11]=1[F:16])=[N:18][OH:19])[CH:4]=[CH2:5].